Dataset: Catalyst prediction with 721,799 reactions and 888 catalyst types from USPTO. Task: Predict which catalyst facilitates the given reaction. (1) Reactant: Cl[C:2]1[N:3]=[CH:4][C:5]2[C:10]([CH:11]=1)=[CH:9][CH:8]=[C:7]([C:12]#[N:13])[CH:6]=2.[O:14]=[C:15]1[NH:20][CH2:19][CH2:18][N:17]([C:21]([O:23][C:24]([CH3:27])([CH3:26])[CH3:25])=[O:22])[CH2:16]1.CC1(C)C2C(=C(P(C3C=CC=CC=3)C3C=CC=CC=3)C=CC=2)OC2C(P(C3C=CC=CC=3)C3C=CC=CC=3)=CC=CC1=2.C(=O)([O-])[O-].[Cs+].[Cs+]. Product: [C:12]([C:7]1[CH:6]=[C:5]2[C:10]([CH:11]=[C:2]([N:20]3[CH2:19][CH2:18][N:17]([C:21]([O:23][C:24]([CH3:26])([CH3:25])[CH3:27])=[O:22])[CH2:16][C:15]3=[O:14])[N:3]=[CH:4]2)=[CH:9][CH:8]=1)#[N:13]. The catalyst class is: 102. (2) Reactant: [CH2:1]([N:8]1[CH2:13][CH2:12][C:11]([C:16]2[CH:17]=[N:18][CH:19]=[CH:20][CH:21]=2)([C:14]#[N:15])[CH2:10][CH2:9]1)[C:2]1[CH:7]=[CH:6][CH:5]=[CH:4][CH:3]=1.[OH2:22].[OH-].[K+]. Product: [CH2:1]([N:8]1[CH2:9][CH2:10][C:11]([C:16]2[CH:17]=[N:18][CH:19]=[CH:20][CH:21]=2)([C:14]([NH2:15])=[O:22])[CH2:12][CH2:13]1)[C:2]1[CH:7]=[CH:6][CH:5]=[CH:4][CH:3]=1. The catalyst class is: 8. (3) Reactant: [CH3:1][N:2]1[CH2:7][CH2:6][N:5]([CH2:8][CH:9]([C:11]2[CH:16]=[CH:15][CH:14]=[CH:13][CH:12]=2)[OH:10])[CH2:4][CH2:3]1.[F:17][C:18]([F:27])([F:26])[C:19]1[CH:24]=[CH:23][C:22](O)=[CH:21][CH:20]=1.C1(P(C2C=CC=CC=2)C2C=CC=CC=2)C=CC=CC=1.CC(OC(/N=N/C(OC(C)C)=O)=O)C. Product: [CH3:1][N:2]1[CH2:7][CH2:6][N:5]([CH2:8][CH:9]([C:11]2[CH:16]=[CH:15][CH:14]=[CH:13][CH:12]=2)[O:10][C:22]2[CH:23]=[CH:24][C:19]([C:18]([F:27])([F:26])[F:17])=[CH:20][CH:21]=2)[CH2:4][CH2:3]1. The catalyst class is: 1.